Predict the reactants needed to synthesize the given product. From a dataset of Full USPTO retrosynthesis dataset with 1.9M reactions from patents (1976-2016). (1) Given the product [CH3:22][O:23][C:24](=[O:33])[N:25]=[C:26]([NH2:27])[NH:1][CH2:2][CH2:3][CH2:4][N:5]1[C:10]([C:11]2[CH:16]=[C:15]([Cl:17])[CH:14]=[CH:13][C:12]=2[O:18][CH3:19])=[CH:9][C:8](=[O:20])[NH:7][C:6]1=[S:21], predict the reactants needed to synthesize it. The reactants are: [NH2:1][CH2:2][CH2:3][CH2:4][N:5]1[C:10]([C:11]2[CH:16]=[C:15]([Cl:17])[CH:14]=[CH:13][C:12]=2[O:18][CH3:19])=[CH:9][C:8](=[O:20])[NH:7][C:6]1=[S:21].[CH3:22][O:23][C:24](=[O:33])[N:25]=[C:26](N)[N:27]1C=CC=N1.C(N(CC)C(C)C)(C)C. (2) Given the product [Cl:39][CH2:3][CH2:2][C:1]([N:5]1[CH2:10][CH2:9][C:8]2[NH:11][C:12]3[N:13]([N:14]=[C:15]([C:20]4[CH:25]=[CH:24][C:23]([O:26][C:27]5[CH:32]=[CH:31][CH:30]=[CH:29][CH:28]=5)=[CH:22][CH:21]=4)[C:16]=3[C:17]([NH2:19])=[O:18])[C:7]=2[CH2:6]1)=[O:4], predict the reactants needed to synthesize it. The reactants are: [C:1]([N:5]1[CH2:10][CH2:9][C:8]2[NH:11][C:12]3[N:13]([N:14]=[C:15]([C:20]4[CH:25]=[CH:24][C:23]([O:26][C:27]5[CH:32]=[CH:31][CH:30]=[CH:29][CH:28]=5)=[CH:22][CH:21]=4)[C:16]=3[C:17]([NH2:19])=[O:18])[C:7]=2[CH2:6]1)(=[O:4])[CH:2]=[CH2:3].O1CCOCC1.[ClH:39].